This data is from Peptide-MHC class II binding affinity with 134,281 pairs from IEDB. The task is: Regression. Given a peptide amino acid sequence and an MHC pseudo amino acid sequence, predict their binding affinity value. This is MHC class II binding data. (1) The peptide sequence is EELRSLYNTVATLYCVH. The MHC is DRB1_1501 with pseudo-sequence DRB1_1501. The binding affinity (normalized) is 0.474. (2) The MHC is DRB1_1602 with pseudo-sequence DRB1_1602. The binding affinity (normalized) is 0.659. The peptide sequence is LQGPFNFRFLTEKGM. (3) The binding affinity (normalized) is 0.412. The MHC is HLA-DQA10401-DQB10402 with pseudo-sequence HLA-DQA10401-DQB10402. The peptide sequence is EKKYFAATQFEKLAA. (4) The peptide sequence is KYMVIQGEPGRVIRG. The MHC is DRB1_0405 with pseudo-sequence DRB1_0405. The binding affinity (normalized) is 0.220. (5) The peptide sequence is EKKYFAATAFEPLAA. The MHC is DRB1_1602 with pseudo-sequence DRB1_1602. The binding affinity (normalized) is 0.632. (6) The peptide sequence is FESLRDEEAYSIV. The MHC is DRB1_0401 with pseudo-sequence DRB1_0401. The binding affinity (normalized) is 0.423.